The task is: Regression. Given a peptide amino acid sequence and an MHC pseudo amino acid sequence, predict their binding affinity value. This is MHC class I binding data.. This data is from Peptide-MHC class I binding affinity with 185,985 pairs from IEDB/IMGT. The peptide sequence is RYLKDQQLL. The MHC is HLA-A02:02 with pseudo-sequence HLA-A02:02. The binding affinity (normalized) is 0.128.